This data is from Catalyst prediction with 721,799 reactions and 888 catalyst types from USPTO. The task is: Predict which catalyst facilitates the given reaction. (1) Reactant: O[CH2:2][C:3]1[CH:4]=[C:5]([CH:10]=[C:11]([CH3:13])[CH:12]=1)[C:6]([O:8][CH3:9])=[O:7].C(N(CC)CC)C.CS(Cl)(=O)=O.[CH3:26][NH:27][CH2:28][CH2:29][CH2:30][CH2:31][CH3:32]. Product: [CH3:13][C:11]1[CH:10]=[C:5]([CH:4]=[C:3]([CH2:2][N:27]([CH3:26])[CH2:28][CH2:29][CH2:30][CH2:31][CH3:32])[CH:12]=1)[C:6]([O:8][CH3:9])=[O:7]. The catalyst class is: 2. (2) Reactant: [CH:1]1([C:6]2[CH:11]=[C:10]([C:12]3[C:24]4[C:23]([CH3:25])=[C:22]([CH3:26])[S:21][C:20]=4[C:19]([Br:27])=[C:18]4[C:13]=3[CH:14]=[CH:15][CH:16]=[CH:17]4)[CH:9]=[CH:8][C:7]=2[O:28]C(=O)C)[CH2:5][CH2:4][CH2:3][CH2:2]1.[OH-].[K+]. Product: [CH:1]1([C:6]2[CH:11]=[C:10]([C:12]3[C:24]4[C:23]([CH3:25])=[C:22]([CH3:26])[S:21][C:20]=4[C:19]([Br:27])=[C:18]4[C:13]=3[CH:14]=[CH:15][CH:16]=[CH:17]4)[CH:9]=[CH:8][C:7]=2[OH:28])[CH2:2][CH2:3][CH2:4][CH2:5]1. The catalyst class is: 83.